Dataset: Forward reaction prediction with 1.9M reactions from USPTO patents (1976-2016). Task: Predict the product of the given reaction. Given the reactants [Cl:1][C:2]1[CH:7]=[CH:6][CH:5]=[C:4]([F:8])[C:3]=1[NH:9][C:10]1[NH:11][C:12]2[C:18]3[CH2:19][C:20]([CH3:23])([CH3:22])[O:21][C:17]=3[C:16]([C:24](O)=[O:25])=[CH:15][C:13]=2[N:14]=1.CCOC(C(C#N)=NOC(N1CCOCC1)=[N+](C)C)=O.F[P-](F)(F)(F)(F)F.CCN(C(C)C)C(C)C.[NH2:63][C:64]1[CH:69]=[CH:68][C:67]([C:70]([F:73])([F:72])[F:71])=[CH:66][N+:65]=1[O-], predict the reaction product. The product is: [Cl:1][C:2]1[CH:7]=[CH:6][CH:5]=[C:4]([F:8])[C:3]=1[NH:9][C:10]1[NH:11][C:12]2[C:18]3[CH2:19][C:20]([CH3:22])([CH3:23])[O:21][C:17]=3[C:16]([C:24]([NH:63][C:64]3[CH:69]=[CH:68][C:67]([C:70]([F:72])([F:71])[F:73])=[CH:66][N:65]=3)=[O:25])=[CH:15][C:13]=2[N:14]=1.